The task is: Predict the reaction yield, written as a fraction of the theoretical maximum amount of product (1.0 means a 100% yield; for example, 0.34 means a 34% yield).. This data is from Reaction yield outcomes from USPTO patents with 853,638 reactions. (1) The catalyst is C(Cl)Cl. The reactants are [NH2:1][CH2:2][C:3]([N:5]1[C:13]2[C:8](=[CH:9][C:10](/[CH:14]=[CH:15]/[CH:16]([C:21]3[CH:26]=[C:25]([Cl:27])[C:24]([F:28])=[C:23]([Cl:29])[CH:22]=3)[C:17]([F:20])([F:19])[F:18])=[CH:11][CH:12]=2)[CH:7]=[CH:6]1)=[O:4].[F:30][C:31]([F:37])([F:36])[CH2:32][C:33](O)=[O:34].C1CN([P+](ON2N=NC3C=CC=CC2=3)(N2CCCC2)N2CCCC2)CC1.F[P-](F)(F)(F)(F)F.CCN(C(C)C)C(C)C. The product is [Cl:27][C:25]1[CH:26]=[C:21]([CH:16]([C:17]([F:19])([F:20])[F:18])/[CH:15]=[CH:14]/[C:10]2[CH:9]=[C:8]3[C:13](=[CH:12][CH:11]=2)[N:5]([C:3](=[O:4])[CH2:2][NH:1][C:33](=[O:34])[CH2:32][C:31]([F:37])([F:36])[F:30])[CH:6]=[CH:7]3)[CH:22]=[C:23]([Cl:29])[C:24]=1[F:28]. The yield is 0.600. (2) The reactants are C(NC1C=CC(S([N:14]=[N+:15]=[N-])(=O)=O)=CC=1)(=O)C.[Cl:17][C:18]1[CH:23]=[CH:22][C:21]([CH2:24][C:25]([O:27][CH3:28])=[O:26])=[CH:20][CH:19]=1.C1CCN2C(=NCCC2)CC1. The yield is 0.830. The catalyst is C(#N)C. The product is [Cl:17][C:18]1[CH:19]=[CH:20][C:21]([C:24](=[N+:14]=[N-:15])[C:25]([O:27][CH3:28])=[O:26])=[CH:22][CH:23]=1. (3) The reactants are [Br:1][C:2]1[CH:7]=[CH:6][CH:5]=[CH:4][C:3]=1[S:8]([NH:11][C:12]1([C:18]([NH:20][CH:21]2[CH:28]3[CH2:29][C:24]4([C:31]([OH:33])=O)[CH2:25][CH:26]([CH2:30][CH:22]2[CH2:23]4)[CH2:27]3)=[O:19])[CH2:17][CH2:16][CH2:15][CH2:14][CH2:13]1)(=[O:10])=[O:9].Cl.C([N:37]=C=NCCCN(C)C)C.ON1C2C=CC=CC=2N=N1.[NH4+].[OH-]. The catalyst is C(Cl)Cl. The product is [Br:1][C:2]1[CH:7]=[CH:6][CH:5]=[CH:4][C:3]=1[S:8]([NH:11][C:12]1([C:18]([NH:20][CH:21]2[CH:22]3[CH2:23][C:24]4([C:31]([NH2:37])=[O:33])[CH2:25][CH:26]([CH2:27][CH:28]2[CH2:29]4)[CH2:30]3)=[O:19])[CH2:17][CH2:16][CH2:15][CH2:14][CH2:13]1)(=[O:9])=[O:10]. The yield is 0.590. (4) The reactants are [C@@H:1]1([N:10]2[C:19]3[N:18]=[CH:17][N:16]=[C:14]([NH2:15])[C:13]=3[N:12]=[CH:11]2)[O:9][C@H:6]([CH2:7][OH:8])[C@@H:4]([OH:5])[C@H:2]1[OH:3].S(Cl)([Cl:22])=O.N1C=CC=CC=1. The product is [Cl:22][C@@:1]1([N:10]2[C:19]3[N:18]=[CH:17][N:16]=[C:14]([NH2:15])[C:13]=3[N:12]=[CH:11]2)[O:9][C@H:6]([CH2:7][OH:8])[C@@H:4]([OH:5])[C@H:2]1[OH:3]. The yield is 0.927. The catalyst is C(#N)C. (5) The catalyst is CO.O1CCOCC1. The product is [CH3:34][O:35][C:36](=[O:37])[NH:38][CH:39]([C:40]([N:8]1[CH2:12][CH2:11][CH2:10][CH:9]1[C:13]1[NH:14][C:15]([C:18]2[CH:31]=[CH:30][C:29]3[C:28]4[C:23](=[CH:24][C:25]([Br:32])=[CH:26][CH:27]=4)[CH2:22][CH2:21][C:20]=3[CH:19]=2)=[CH:16][N:17]=1)=[O:41])[CH:43]([CH3:45])[CH3:44]. The yield is 0.950. The reactants are C(OC([N:8]1[CH2:12][CH2:11][CH2:10][CH:9]1[C:13]1[NH:14][C:15]([C:18]2[CH:31]=[CH:30][C:29]3[C:28]4[C:23](=[CH:24][C:25]([Br:32])=[CH:26][CH:27]=4)[CH2:22][CH2:21][C:20]=3[CH:19]=2)=[CH:16][N:17]=1)=O)(C)(C)C.Cl.[CH3:34][O:35][C:36]([NH:38][CH:39]([CH:43]([CH3:45])[CH3:44])[C:40](O)=[O:41])=[O:37].CN(C(ON1N=NC2C=CC=NC1=2)=[N+](C)C)C.F[P-](F)(F)(F)(F)F.C(N(CC)C(C)C)(C)C. (6) The reactants are [O:1]=[C:2]1[N:6]([C:7]2[CH:14]=[CH:13][C:10]([C:11]#[N:12])=[C:9]([C:15]([F:18])([F:17])[F:16])[CH:8]=2)[C@@H:5]2[CH2:19][CH2:20][CH2:21][CH2:22][C@H:4]2[NH:3]1.Br[C:24]1[CH:29]=[CH:28][N:27]=[CH:26][CH:25]=1. No catalyst specified. The product is [O:1]=[C:2]1[N:6]([C:7]2[CH:14]=[CH:13][C:10]([C:11]#[N:12])=[C:9]([C:15]([F:18])([F:16])[F:17])[CH:8]=2)[C@@H:5]2[CH2:19][CH2:20][CH2:21][CH2:22][C@H:4]2[N:3]1[C:24]1[CH:29]=[CH:28][N:27]=[CH:26][CH:25]=1. The yield is 0.160. (7) The reactants are [CH2:1]([O:3][C:4]1[CH:11]=[CH:10][C:7]([CH:8]=O)=[CH:6][CH:5]=1)[CH3:2].[CH2:12]([NH2:18])[C:13]1[O:17][CH:16]=[CH:15][CH:14]=1.COC(OC)OC.[BH4-].[Na+]. The yield is 0.800. The product is [CH2:1]([O:3][C:4]1[CH:11]=[CH:10][C:7]([CH2:8][NH:18][CH2:12][C:13]2[O:17][CH:16]=[CH:15][CH:14]=2)=[CH:6][CH:5]=1)[CH3:2]. The catalyst is CO.CC(O)=O. (8) The yield is 0.490. The catalyst is C(OCC)(=O)C. The product is [F:13][C:14]1[CH:15]=[C:16]([C:40]2[CH:45]=[CH:44][CH:43]=[CH:42][C:41]=2[C:46]2[NH:3][C:4](=[O:7])[O:5][N:47]=2)[CH:17]=[CH:18][C:19]=1[CH2:20][C:21]1[C:22](=[O:39])[N:23]([CH:34]([CH3:38])[CH2:35][O:36][CH3:37])[C:24]2[N:25]([N:30]=[C:31]([CH3:33])[N:32]=2)[C:26]=1[CH2:27][CH2:28][CH3:29]. The reactants are [Cl-].O[NH3+:3].[C:4](=[O:7])([O-])[OH:5].[Na+].CS(C)=O.[F:13][C:14]1[CH:15]=[C:16]([C:40]2[C:41]([C:46]#[N:47])=[CH:42][CH:43]=[CH:44][CH:45]=2)[CH:17]=[CH:18][C:19]=1[CH2:20][C:21]1[C:22](=[O:39])[N:23]([CH:34]([CH3:38])[CH2:35][O:36][CH3:37])[C:24]2[N:25]([N:30]=[C:31]([CH3:33])[N:32]=2)[C:26]=1[CH2:27][CH2:28][CH3:29]. (9) The reactants are [F:1][C:2]1[CH:7]=[CH:6][C:5]([N:8]2[C:12]([NH:13][C:14](=[O:22])OC3C=CC=CC=3)=[CH:11][C:10]([C:23]([F:26])([F:25])[F:24])=[N:9]2)=[CH:4][CH:3]=1.[CH3:27][O:28][C:29]1[CH:30]=[C:31]2[C:36](=[CH:37][C:38]=1[O:39][CH3:40])[N:35]=[CH:34][N:33]=[C:32]2[S:41][C:42]1[CH:43]=[C:44]([CH:46]=[CH:47][CH:48]=1)[NH2:45]. The catalyst is CN(C)C1C=CN=CC=1.C1COCC1. The product is [CH3:27][O:28][C:29]1[CH:30]=[C:31]2[C:36](=[CH:37][C:38]=1[O:39][CH3:40])[N:35]=[CH:34][N:33]=[C:32]2[S:41][C:42]1[CH:43]=[C:44]([NH:45][C:14]([NH:13][C:12]2[N:8]([C:5]3[CH:4]=[CH:3][C:2]([F:1])=[CH:7][CH:6]=3)[N:9]=[C:10]([C:23]([F:24])([F:25])[F:26])[CH:11]=2)=[O:22])[CH:46]=[CH:47][CH:48]=1. The yield is 0.790.